This data is from Reaction yield outcomes from USPTO patents with 853,638 reactions. The task is: Predict the reaction yield, written as a fraction of the theoretical maximum amount of product (1.0 means a 100% yield; for example, 0.34 means a 34% yield). The reactants are C(O[CH:4]=[C:5]([C:11]#[N:12])[C:6]([O:8][CH2:9][CH3:10])=[O:7])C.[NH:13]([C:15]1[CH:20]=[CH:19][CH:18]=[CH:17][N:16]=1)[NH2:14]. The catalyst is C(O)C. The product is [NH2:12][C:11]1[N:13]([C:15]2[CH:20]=[CH:19][CH:18]=[CH:17][N:16]=2)[N:14]=[CH:4][C:5]=1[C:6]([O:8][CH2:9][CH3:10])=[O:7]. The yield is 0.730.